Dataset: Catalyst prediction with 721,799 reactions and 888 catalyst types from USPTO. Task: Predict which catalyst facilitates the given reaction. (1) Reactant: [CH3:1][O:2][C:3]1[CH:4]=[C:5]2[C:10](=[CH:11][C:12]=1[O:13][CH3:14])[N:9]=[CH:8][CH:7]=[C:6]2[O:15][C:16]1[CH:22]=[CH:21][C:19]([NH2:20])=[C:18]([CH3:23])[C:17]=1[CH3:24].Cl[C:26](Cl)([O:28]C(=O)OC(Cl)(Cl)Cl)Cl.[O:37]1[CH2:42][CH2:41][N:40]([CH2:43][CH2:44][CH:45]([OH:49])[CH2:46][CH2:47][CH3:48])[CH2:39][CH2:38]1.C(=O)(O)[O-].[Na+]. Product: [CH3:1][O:2][C:3]1[CH:4]=[C:5]2[C:10](=[CH:11][C:12]=1[O:13][CH3:14])[N:9]=[CH:8][CH:7]=[C:6]2[O:15][C:16]1[CH:22]=[CH:21][C:19]([NH:20][C:26](=[O:28])[O:49][CH:45]([CH2:44][CH2:43][N:40]2[CH2:41][CH2:42][O:37][CH2:38][CH2:39]2)[CH2:46][CH2:47][CH3:48])=[C:18]([CH3:23])[C:17]=1[CH3:24]. The catalyst class is: 208. (2) Reactant: C(O[C:4]([C:6]1[O:10][N:9]=[C:8]([C:11]2[CH:16]=[CH:15][N:14]=[CH:13][CH:12]=2)[N:7]=1)=[O:5])C.[CH2:17]([CH:22]1[CH2:27][CH2:26][CH:25]([NH2:28])[CH2:24][CH2:23]1)[CH2:18][CH2:19][CH2:20][CH3:21].C([Al](CC)CC)C.C([O-])(O)=O.[Na+]. The catalyst class is: 308. Product: [CH2:17]([CH:22]1[CH2:23][CH2:24][CH:25]([NH:28][C:4]([C:6]2[O:10][N:9]=[C:8]([C:11]3[CH:12]=[CH:13][N:14]=[CH:15][CH:16]=3)[N:7]=2)=[O:5])[CH2:26][CH2:27]1)[CH2:18][CH2:19][CH2:20][CH3:21]. (3) Reactant: I[C:2]1[C:3](=[O:12])[NH:4][C:5]2[C:10]([CH:11]=1)=[CH:9][CH:8]=[CH:7][CH:6]=2.C([SiH2][O:18][C:19](C)(C)[C:20]1[CH:21]=[C:22]2[C:26](=[CH:27][CH:28]=1)[NH:25][CH:24]=[CH:23]2)(C)(C)C.[C:31]([O:35][C:36](N1C2C(=CC=CC=2)C=C1B(O)O)=[O:37])([CH3:34])([CH3:33])[CH3:32].[Cl-].[Li+].C([O-])([O-])=O.[Na+].[Na+].B(O)O. Product: [C:31]([O:35][C:36]([N:25]1[C:26]2[C:22](=[CH:21][C:20]([CH2:19][OH:18])=[CH:28][CH:27]=2)[CH:23]=[C:24]1[C:2]1[C:3](=[O:12])[NH:4][C:5]2[C:10]([CH:11]=1)=[CH:9][CH:8]=[CH:7][CH:6]=2)=[O:37])([CH3:34])([CH3:33])[CH3:32]. The catalyst class is: 77.